Dataset: Peptide-MHC class II binding affinity with 134,281 pairs from IEDB. Task: Regression. Given a peptide amino acid sequence and an MHC pseudo amino acid sequence, predict their binding affinity value. This is MHC class II binding data. The peptide sequence is EEAVVEFDLPGIK. The binding affinity (normalized) is 0.149. The MHC is DRB1_0404 with pseudo-sequence DRB1_0404.